This data is from Reaction yield outcomes from USPTO patents with 853,638 reactions. The task is: Predict the reaction yield, written as a fraction of the theoretical maximum amount of product (1.0 means a 100% yield; for example, 0.34 means a 34% yield). (1) The reactants are [Cl:1][C:2]1[CH:7]=[CH:6][C:5]([C:8]2[CH:16]=[CH:15][CH:14]=[C:13]3[C:9]=2[CH2:10][C:11](=[O:17])[NH:12]3)=[CH:4][CH:3]=1.[CH2:18]([O:20][C:21]([C:23]1[C:27]([CH2:28][CH2:29][CH2:30][N:31]2[CH2:36][CH2:35][N:34]([CH3:37])[CH2:33][CH2:32]2)=[C:26]([CH:38]=O)[NH:25][C:24]=1[CH3:40])=[O:22])[CH3:19]. The catalyst is C(O)C.N1CCCCC1. The product is [CH2:18]([O:20][C:21]([C:23]1[C:27]([CH2:28][CH2:29][CH2:30][N:31]2[CH2:36][CH2:35][N:34]([CH3:37])[CH2:33][CH2:32]2)=[C:26]([CH:38]=[C:10]2[C:9]3[C:13](=[CH:14][CH:15]=[CH:16][C:8]=3[C:5]3[CH:4]=[CH:3][C:2]([Cl:1])=[CH:7][CH:6]=3)[NH:12][C:11]2=[O:17])[NH:25][C:24]=1[CH3:40])=[O:22])[CH3:19]. The yield is 0.280. (2) The reactants are [CH3:1][NH:2][NH2:3].[CH3:4][O:5][C:6]1[CH:14]=[CH:13][C:9]([C:10](Cl)=[O:11])=[CH:8][CH:7]=1. The catalyst is ClCCl. The product is [CH3:1][N:2]([C:10](=[O:11])[C:9]1[CH:13]=[CH:14][C:6]([O:5][CH3:4])=[CH:7][CH:8]=1)[NH2:3]. The yield is 0.890.